From a dataset of Drug-target binding data from BindingDB using IC50 measurements. Regression. Given a target protein amino acid sequence and a drug SMILES string, predict the binding affinity score between them. We predict pIC50 (pIC50 = -log10(IC50 in M); higher means more potent). Dataset: bindingdb_ic50. (1) The small molecule is O=C(NCCCCNC(=O)c1cc(Br)c(O)c(Br)c1)c1cc(Br)c(O)c(Br)c1. The target protein sequence is MSEIENSTITSSADRMVGMDHAEVRYFTSYDHHGIHEEMLKDDVRTRSYRDSIYQNRHIFKDKVVLDVGCGTGILSMFAAKAGAKHVIGVDMSSIIEKAREIVAVNGLADKITLLQGKMEEVQLPFPSVDIIISEWMGYFLLYESMLDTVLYAQDRYLVPGGKIFPDKATMYLAGIEDGEYKDDKIGFWDNVYGFDYSPMKEIALTEPLVDTVELKALVTDPCPIITFDLYTVTKEDLAFEVPYSLPVKRSDFVHAVIAWFDIEFGACHKPINFSTGPHAKYTHWKQTVFYLRDVLTVEEEESISGVLSNRPNDKNKRDLDINLTYKLETQDQTRFAEGGCFYRM. The pIC50 is 3.2. (2) The drug is Cc1noc(C)c1-c1ccc2c(c1)C(c1ccccc1)(N1CCC[C@H]1CO)C(=O)N2. The target protein sequence is MSAESGPGTRLRNLPVMGDGLETSQMSTTQAQAQPQPANAASTNPPPPETSNPNKPKRQTNQLQYLLRVVLKTLWKHQFAWPFQQPVDAVKLNLPDYYKIIKTPMDMGTIKKRLENNYYWNAQECIQDFNTMFTNCYIYNKPGDDIVLMAEALEKLFLQKINELPTEETEIMIVQAKGRGRGRKETGTAKPGVSTVPNTTQASTPPQTQTPQPNPPPVQATPHPFPAVTPDLIVQTPVMTVVPPQPLQTPPPVPPQPQPPPAPAPQPVQSHPPIIAATPQPVKTKKGVKRKADTTTPTTIDPIHEPPSLPPEPKTTKLGQRRESSRPVKPPKKDVPDSQQHPAPEKSSKVSEQLKCCSGILKEMFAKKHAAYAWPFYKPVDVEALGLHDYCDIIKHPMDMSTIKSKLEAREYRDAQEFGADVRLMFSNCYKYNPPDHEVVAMARKLQDVFEMRFAKMPDEPEEPVVAVSSPAVPPPT. The pIC50 is 7.0. (3) The compound is CCCOc1nc(Nc2ccc(S(N)(=O)=O)cc2)nc2[nH]cnc12. The target protein (P30274) has sequence MLGSSAHGPAAREAGSAVTLQQTAFQEDQENVNPEKAAPAQQPRTRAGLAVLRAGNSRGPAPQRPKTRRVAPLKDLPINDEYVPVPPWKANNKQPAFTIHVDEAEEEIQKRPTESKKSESEDVLAFNSAVTLPGPRKPLAPLDYPMDGSFESPHTMEMSVVLEDEKPVSVNEVPDYHEDIHTYLREMEVKCKPKVGYMKKQPDITNSMRAILVDWLVEVGEEYKLQNETLHLAVNYIDRFLSSMSVLRGKLQLVGTAAMLLASKFEEIYPPEVAEFVYITDDTYTKKQVLRMEHLVLKVLAFDLAAPTINQFLTQYFLHQQPANCKVESLAMFLGELSLIDADPYLKYLPSVIAAAAFHLALYTVTGQSWPESLVQKTGYTLETLKPCLLDLHQTYLRAPQHAQQSIREKYKNSKYHGVSLLNPPETLNV. The pIC50 is 8.1. (4) The compound is COc1ccc(CNC(=O)c2cc(=O)c3c(O)cc(OCCc4ccc(NC(=O)C(=O)O)c(OC)c4)cc3o2)cc1. The target protein (Q5E9B1) has sequence MATLKEKLIAPVAEEETRIPNNKITVVGVGQVGMACAISILGKSLTDELALVDVLEDKLKGEMMDLQHGSLFLQTPKIVADKDYSVTANSKIVVVTAGVRQQEGESRLNLVQRNVNVFKFIIPQIVKYSPDCIIIVVSNPVDILTYVTWKLSGLPKHRVIGSGCNLDSARFRYLMAEKLGIHPSSCHGWILGEHGDSSVAVWSGVNVAGVSLQELNPEMGTDNDSENWKEVHKMVVESAYEVIKLKGYTNWAIGLSVADLIESMLKNLSRIHPVSTMVKGMYGIENEVFLSLPCILNARGLTSVINQKLKDEEVAQLKKSADTLWGIQKDLKDL. The pIC50 is 4.9. (5) The small molecule is C[C@@H](Oc1cc(-c2cnn(C3CCNCC3)c2)cnc1N)c1c(Cl)ccc(F)c1Cl. The target protein sequence is MGAIGLLWLLPLLLSTAAVGSGMGTGQRAGSPAAGPPLQPREPLSYSRLQRKSLAVDFVVPSLFRVYARDLLLPPSSSELKAGRPEARGSLALDCAPLLRLLGPAPGVSWTAGSPAPAEARTLSRVLKGGSVRKLRRAKQLVLELGEEAILEGCVGPPGEAAVGLLQFNLSELFSWWIRQGEGRLRIRLMPEKKASEVGREGRLSAAIRASQPRLLFQIFGTGHSSLESPTNMPSPSPDYFTWNLTWIMKDSFPFLSHRSRYGLECSFDFPCELEYSPPLHDLRNQSWSWRRIPSEEASQMDLLDGPGAERSKEMPRGSFLLLNTSADSKHTILSPWMRSSSEHCTLAVSVHRHLQPSGRYIAQLLPHNEAAREILLMPTPGKHGWTVLQGRIGRPDNPFRVALEYISSGNRSLSAVDFFALKNCSEGTSPGSKMALQSSFTCWNGTVLQLGQACDFHQDCAQGEDESQMCRKLPVGFYCNFEDGFCGWTQGTLSPHTPQ.... The pIC50 is 8.6. (6) The drug is Cc1ccc2[nH]ncc2c1/C=C/n1cnc2c(Nc3ccc(P(C)(C)=O)cc3)ncnc21. The target protein sequence is MLRGPGPGLLLLAVQCLGTAVPSTGASKSKRQAQQMVQPQSPVAVSQSKPGCYDNGKHYQINQQWERTYLGNALVCTCYGGSRGFNCESKPEAEETCFDKYTGNTYRVGDTYERPKDSMIWDCTCIGAGRGRISCTIANRCHEGGQSYKIGDTWRRPHETGGYMLECVCLGNGKGEWTCKPIAEKCFDHAAGTSYVVGETWEKPYQGWMMVDCTCLGEGSGRITCTSRNRCNDQDTRTSYRIGDTWSKKDNRGNLLQCICTGNGRGEWKCERHTSVQTTSSGSGPFTDVRAAVYQPQPHPQPPPYGHCVTDSGVVYSVGMQWLKTQGNKQMLCTCLGNGVSCQETAVTQTYGGNSNGEPCVLPFTYNGRTFYSCTTEGRQDGHLWCSTTSNYEQDQKYSFCTDHTVLVQTQGGNSNGALCHFPFLYNNHNYTDCTSEGRRDNMKWCGTTQNYDADQKFGFCPMAAHEEICTTNEGVMYRIGDQWDKQHDMGHMMRCTCVG.... The pIC50 is 9.2. (7) The drug is C=CC/C=C\C/C=C\CCCCCCCc1cccc(O)c1C(=O)O. The target protein (Q92993) has sequence MAEVGEIIEGCRLPVLRRNQDNEDEWPLAEILSVKDISGRKLFYVHYIDFNKRLDEWVTHERLDLKKIQFPKKEAKTPTKNGLPGSRPGSPEREVPASAQASGKTLPIPVQITLRFNLPKEREAIPGGEPDQPLSSSSCLQPNHRSTKRKVEVVSPATPVPSETAPASVFPQNGAARRAVAAQPGRKRKSNCLGTDEDSQDSSDGIPSAPRMTGSLVSDRSHDDIVTRMKNIECIELGRHRLKPWYFSPYPQELTTLPVLYLCEFCLKYGRSLKCLQRHLTKCDLRHPPGNEIYRKGTISFFEIDGRKNKSYSQNLCLLAKCFLDHKTLYYDTDPFLFYVMTEYDCKGFHIVGYFSKEKESTEDYNVACILTLPPYQRRGYGKLLIEFSYELSKVEGKTGTPEKPLSDLGLLSYRSYWSQTILEILMGLKSESGERPQITINEISEITSIKKEDVISTLQYLNLINYYKGQYILTLSEDIVDGHERAMLKRLLRIDSKCL.... The pIC50 is 5.0. (8) The drug is CCO[C@@H](Cc1ccc(OCc2cc(CO)ccn2)cc1)C(=O)N(C)O. The target is CKENALLRYLLDKDD. The pIC50 is 3.7. (9) The compound is C[C@]1(/C=C\C#N)[C@H](C(=O)O)N2C(=O)C[C@H]2S1(=O)=O. The target protein sequence is MQNTLKLLSVITCLAATVQGALAANIDESKIKDTVDDLIQPLMQKNNIPGMSVAVTVNGKNYIYNYGLAAKQPQQPVTENTLFEVGSLSKTFAATLASYAQVSGKLSLDQSVSHYVPELRGSSFDHVSVLNVGTHTSGLQLFMPEDIKNTTQLMAYLKAWKPADAAGTHRVYSNIGTGLLGMIAAKSLGVSYEDAIEKTLLPQLGMHHSYLKVPADQMENYAWGYNKKDEPVHGNMEILGNEAYGIKTTSSDLLRYVQANMGQLKLDANAKMQQALTATHTGYFKSGEITQDLMWEQLPYPVSLPNLLTGNDMAMTKSVATPIVPPLPPQENVWINKTGSTNGFGAYIAFVPAKKMGIVMLANKNYSIDQRVTVAYKILSSLEGNK. The pIC50 is 5.0. (10) The small molecule is O=[N+]([O-])c1c(NCCCO)cc(Nc2ccc(F)cc2)c2nonc12. The target protein (P41182) has sequence MASPADSCIQFTRHASDVLLNLNRLRSRDILTDVVIVVSREQFRAHKTVLMACSGLFYSIFTDQLKCNLSVINLDPEINPEGFCILLDFMYTSRLNLREGNIMAVMATAMYLQMEHVVDTCRKFIKASEAEMVSAIKPPREEFLNSRMLMPQDIMAYRGREVVENNLPLRSAPGCESRAFAPSLYSGLSTPPASYSMYSHLPVSSLLFSDEEFRDVRMPVANPFPKERALPCDSARPVPGEYSRPTLEVSPNVCHSNIYSPKETIPEEARSDMHYSVAEGLKPAAPSARNAPYFPCDKASKEEERPSSEDEIALHFEPPNAPLNRKGLVSPQSPQKSDCQPNSPTESCSSKNACILQASGSPPAKSPTDPKACNWKKYKFIVLNSLNQNAKPEGPEQAELGRLSPRAYTAPPACQPPMEPENLDLQSPTKLSASGEDSTIPQASRLNNIVNRSMTGSPRSSSESHSPLYMHPPKCTSCGSQSPQHAEMCLHTAGPTFPEE.... The pIC50 is 4.8.